This data is from Forward reaction prediction with 1.9M reactions from USPTO patents (1976-2016). The task is: Predict the product of the given reaction. (1) Given the reactants [NH2:1][C:2]1[C:3](=[O:9])[NH:4][C:5](=[O:8])[NH:6][CH:7]=1.[CH:10](=O)/[CH:11]=[CH:12]/[CH3:13], predict the reaction product. The product is: [CH3:13][C:12]1[CH:11]=[CH:10][C:7]2[NH:6][C:5](=[O:8])[NH:4][C:3](=[O:9])[C:2]=2[N:1]=1. (2) Given the reactants [F:1][C:2]([F:18])([C:9]([F:17])([F:16])[C:10]([F:15])([F:14])[CH:11]([F:13])[F:12])[CH2:3][CH:4]([C:7]#[N:8])[C:5]#[N:6].FC(F)(F)S(O[CH2:25][C:26]([F:34])([F:33])[CH:27]([F:32])[C:28]([F:31])([F:30])[F:29])(=O)=O.C(=O)([O-])[O-].[K+].[K+].Cl, predict the reaction product. The product is: [F:33][C:26]([F:34])([CH:27]([F:32])[C:28]([F:31])([F:30])[F:29])[CH2:25][C:4]([CH2:3][C:2]([F:18])([F:1])[C:9]([F:16])([F:17])[C:10]([F:14])([F:15])[CH:11]([F:13])[F:12])([C:7]#[N:8])[C:5]#[N:6]. (3) Given the reactants N1C=CC=CC=1.[C:7]([O:11][CH:12]([C:17]1[C:18]([CH:36]([CH3:38])[CH3:37])=[N:19][C:20]2[C:21]([CH3:35])([CH3:34])[CH2:22][NH:23][CH2:24][C:25]=2[C:26]=1[C:27]1[CH:32]=[CH:31][C:30]([F:33])=[CH:29][CH:28]=1)[C:13]([O:15][CH3:16])=[O:14])([CH3:10])([CH3:9])[CH3:8].[C:39]1([C:48]2[CH:53]=[CH:52][CH:51]=[CH:50][CH:49]=2)[CH:44]=[CH:43][C:42](B(O)O)=[CH:41][CH:40]=1, predict the reaction product. The product is: [C:39]1([C:48]2[CH:49]=[CH:50][CH:51]=[CH:52][CH:53]=2)[CH:44]=[CH:43][C:42]([N:23]2[CH2:22][C:21]([CH3:35])([CH3:34])[C:20]3[N:19]=[C:18]([CH:36]([CH3:38])[CH3:37])[C:17]([CH:12]([O:11][C:7]([CH3:10])([CH3:9])[CH3:8])[C:13]([O:15][CH3:16])=[O:14])=[C:26]([C:27]4[CH:32]=[CH:31][C:30]([F:33])=[CH:29][CH:28]=4)[C:25]=3[CH2:24]2)=[CH:41][CH:40]=1. (4) The product is: [OH:26][CH2:24][C:18]1([C:12]2[CH:13]=[CH:14][CH:15]=[CH:16][CH:17]=2)[CH2:19][CH2:20][N:21]([C:33]([O:34][C:35]([CH3:38])([CH3:37])[CH3:36])=[O:39])[CH2:22][CH2:23]1. Given the reactants CC1C=CC(S(O)(=O)=O)=CC=1.[C:12]1([C:18]2([C:24]([OH:26])=O)[CH2:23][CH2:22][NH:21][CH2:20][CH2:19]2)[CH:17]=[CH:16][CH:15]=[CH:14][CH:13]=1.O1CCCC1.B.[C:33](=O)([O:39]C(C)(C)C)[O:34][C:35]([CH3:38])([CH3:37])[CH3:36].[OH-].[Na+], predict the reaction product. (5) Given the reactants [OH:1][C:2]1[C:3]([CH3:21])=[C:4]2[C:9](=[C:10]([CH3:13])[C:11]=1[CH3:12])[O:8][C:7]([CH3:20])([C:14]([N:16]([O:18][CH3:19])[CH3:17])=[O:15])[CH2:6][CH2:5]2.[O:22]=[N+]([O-])[O-].[O-][N+](=O)[O-].[O-][N+](=O)[O-].[O-][N+](=O)[O-].[O-][N+](=O)[O-].[O-][N+](=O)[O-].[Ce+4].[NH4+].[NH4+], predict the reaction product. The product is: [OH:22][C:7]([CH3:20])([CH2:6][CH2:5][C:4]1[C:9](=[O:8])[C:10]([CH3:13])=[C:11]([CH3:12])[C:2](=[O:1])[C:3]=1[CH3:21])[C:14]([N:16]([O:18][CH3:19])[CH3:17])=[O:15].